This data is from Full USPTO retrosynthesis dataset with 1.9M reactions from patents (1976-2016). The task is: Predict the reactants needed to synthesize the given product. (1) Given the product [Cl:1][C:2]1[CH:7]=[CH:6][C:5]([O:8][CH2:30][C:31]2[CH:36]=[CH:35][CH:34]=[C:33]([O:37][CH3:38])[CH:32]=2)=[CH:4][C:3]=1[C:9]([NH:11][CH2:12][C:13]1[CH:14]=[CH:15][C:16]([C:17]([O:19][CH3:20])=[O:18])=[CH:21][CH:22]=1)=[O:10], predict the reactants needed to synthesize it. The reactants are: [Cl:1][C:2]1[CH:7]=[CH:6][C:5]([OH:8])=[CH:4][C:3]=1[C:9]([NH:11][CH2:12][C:13]1[CH:22]=[CH:21][C:16]([C:17]([O:19][CH3:20])=[O:18])=[CH:15][CH:14]=1)=[O:10].C(=O)([O-])[O-].[K+].[K+].Br[CH2:30][C:31]1[CH:36]=[CH:35][CH:34]=[C:33]([O:37][CH3:38])[CH:32]=1. (2) Given the product [CH3:30][O:29][C:23]1[CH:22]=[C:21]([C:13]2[C:14]([CH3:20])([CH2:17][CH2:18][CH3:19])[C:15](=[O:16])[N:11]([CH:8]3[CH2:9][CH2:10][N:5]([C:3](=[O:4])[CH2:2][N:35]4[C:31](=[O:37])[CH2:32][CH2:33][C:34]4=[O:36])[CH2:6][CH2:7]3)[N:12]=2)[CH:26]=[CH:25][C:24]=1[O:27][CH3:28], predict the reactants needed to synthesize it. The reactants are: Cl[CH2:2][C:3]([N:5]1[CH2:10][CH2:9][CH:8]([N:11]2[C:15](=[O:16])[C:14]([CH3:20])([CH2:17][CH2:18][CH3:19])[C:13]([C:21]3[CH:26]=[CH:25][C:24]([O:27][CH3:28])=[C:23]([O:29][CH3:30])[CH:22]=3)=[N:12]2)[CH2:7][CH2:6]1)=[O:4].[C:31]1(=[O:37])[NH:35][C:34](=[O:36])[CH2:33][CH2:32]1. (3) Given the product [CH2:1]([O:8][C:9](=[O:10])[NH:11][C@H:12]([C:24]([NH:38][C@H:35]([CH2:36][OH:37])[CH2:34][NH:33][C:32]([O:31][C:27]([CH3:28])([CH3:29])[CH3:30])=[O:39])=[O:26])[CH2:13][CH2:14][CH2:15][NH:16][C:17]([O:19][C:20]([CH3:21])([CH3:22])[CH3:23])=[O:18])[C:2]1[CH:3]=[CH:4][CH:5]=[CH:6][CH:7]=1, predict the reactants needed to synthesize it. The reactants are: [CH2:1]([O:8][C:9]([NH:11][C@H:12]([C:24]([OH:26])=O)[CH2:13][CH2:14][CH2:15][NH:16][C:17]([O:19][C:20]([CH3:23])([CH3:22])[CH3:21])=[O:18])=[O:10])[C:2]1[CH:7]=[CH:6][CH:5]=[CH:4][CH:3]=1.[C:27]([O:31][C:32](=[O:39])[NH:33][CH2:34][C@H:35]([NH2:38])[CH2:36][OH:37])([CH3:30])([CH3:29])[CH3:28].C(Cl)CCl.C1C=CC2N(O)N=NC=2C=1. (4) Given the product [CH2:1]([O:3][C:4](=[O:24])[CH2:5][N:6]([C:15]1[CH:20]=[CH:19][CH:18]=[C:17]([N+:21]([O-:23])=[O:22])[CH:16]=1)[S:7]([NH2:10])(=[O:9])=[O:8])[CH3:2].[F:28][C:27]([F:30])([F:29])[C:25]([O-:31])=[O:26], predict the reactants needed to synthesize it. The reactants are: [CH2:1]([O:3][C:4](=[O:24])[CH2:5][N:6]([C:15]1[CH:20]=[CH:19][CH:18]=[C:17]([N+:21]([O-:23])=[O:22])[CH:16]=1)[S:7]([NH:10]C(C)(C)C)(=[O:9])=[O:8])[CH3:2].[C:25]([OH:31])([C:27]([F:30])([F:29])[F:28])=[O:26].